From a dataset of Forward reaction prediction with 1.9M reactions from USPTO patents (1976-2016). Predict the product of the given reaction. (1) Given the reactants [C:1]([Si:5]([CH3:37])([CH3:36])[O:6][CH2:7][CH2:8][NH:9][C:10]1[CH:15]=[CH:14][C:13]([NH:16][C:17]([C:19]2[CH:24]=[C:23]([F:25])[C:22]([CH3:26])=[CH:21][C:20]=2[NH:27][C:28]([C:30]2[S:31][C:32]([Cl:35])=[CH:33][CH:34]=2)=[O:29])=[O:18])=[CH:12][CH:11]=1)([CH3:4])([CH3:3])[CH3:2].[N:38]#[C:39]Br.C(=O)(O)[O-].[Na+], predict the reaction product. The product is: [Si:5]([O:6][CH2:7][CH2:8][N:9]([C:39]#[N:38])[C:10]1[CH:11]=[CH:12][C:13]([NH:16][C:17]([C:19]2[CH:24]=[C:23]([F:25])[C:22]([CH3:26])=[CH:21][C:20]=2[NH:27][C:28]([C:30]2[S:31][C:32]([Cl:35])=[CH:33][CH:34]=2)=[O:29])=[O:18])=[CH:14][CH:15]=1)([C:1]([CH3:2])([CH3:4])[CH3:3])([CH3:37])[CH3:36]. (2) Given the reactants [CH:1]([C@H:14]1[CH2:20][C@@H:19]2[C@@H:17]([O:18]2)[CH2:16][O:15]1)([C:8]1[CH:13]=[CH:12][CH:11]=[CH:10][CH:9]=1)[C:2]1[CH:7]=[CH:6][CH:5]=[CH:4][CH:3]=1.[CH2:21]([NH2:28])[C:22]1[CH:27]=[CH:26][CH:25]=[CH:24][CH:23]=1, predict the reaction product. The product is: [CH:1]([C@@H:14]1[O:15][CH2:16][C@@H:17]([OH:18])[C@@H:19]([NH:28][CH2:21][C:22]2[CH:27]=[CH:26][CH:25]=[CH:24][CH:23]=2)[CH2:20]1)([C:8]1[CH:9]=[CH:10][CH:11]=[CH:12][CH:13]=1)[C:2]1[CH:3]=[CH:4][CH:5]=[CH:6][CH:7]=1. (3) Given the reactants [Cl:1][C:2]1[CH:7]=[CH:6][C:5]([C:8]2[N:9]=[C:10]([C:13]([OH:15])=O)[S:11][CH:12]=2)=[CH:4][CH:3]=1.C1N=CN(C(N2C=[N:26][CH:25]=[CH:24]2)=O)C=1.[CH2:28]1[CH2:32][O:31][CH2:30][CH2:29]1, predict the reaction product. The product is: [O:31]([C:30]1[CH:29]=[C:6]([CH2:24][CH2:25][NH:26][C:13]([C:10]2[S:11][CH:12]=[C:8]([C:5]3[CH:4]=[CH:3][C:2]([Cl:1])=[CH:7][CH:6]=3)[N:9]=2)=[O:15])[CH:5]=[CH:8][CH:12]=1)[C:32]1[CH:28]=[CH:4][CH:3]=[CH:2][CH:7]=1. (4) Given the reactants [Br:1][C:2]1[S:3][CH:4]=[C:5]([CH2:7][O:8]/[N:9]=[C:10](/[C:16]2[CH:21]=[CH:20][CH:19]=[CH:18][CH:17]=2)\[C:11](=[NH:15])[N:12]([OH:14])[CH3:13])[N:6]=1.[C:22](N1C=CN=C1)(N1C=CN=C1)=[O:23], predict the reaction product. The product is: [Br:1][C:2]1[S:3][CH:4]=[C:5]([CH2:7][O:8]/[N:9]=[C:10](/[C:16]2[CH:21]=[CH:20][CH:19]=[CH:18][CH:17]=2)\[C:11]2[N:12]([CH3:13])[O:14][C:22](=[O:23])[N:15]=2)[N:6]=1. (5) The product is: [CH3:1][N:2]([CH2:3][C:4]1[CH:9]=[CH:8][C:7]([C:10]([N:12]2[CH2:18][C:17]3([CH3:20])[CH2:19][CH:13]2[CH2:14][C:15]([CH3:22])([CH3:21])[CH2:16]3)=[O:11])=[CH:6][CH:5]=1)[C:32]([C:28]1[C:27]2[O:23][CH2:24][CH2:25][C:26]=2[CH:31]=[CH:30][CH:29]=1)=[O:33]. Given the reactants [CH3:1][NH:2][CH2:3][C:4]1[CH:9]=[CH:8][C:7]([C:10]([N:12]2[CH2:18][C:17]3([CH3:20])[CH2:19][CH:13]2[CH2:14][C:15]([CH3:22])([CH3:21])[CH2:16]3)=[O:11])=[CH:6][CH:5]=1.[O:23]1[C:27]2[C:28]([C:32](O)=[O:33])=[CH:29][CH:30]=[CH:31][C:26]=2[CH2:25][CH2:24]1, predict the reaction product.